From a dataset of Forward reaction prediction with 1.9M reactions from USPTO patents (1976-2016). Predict the product of the given reaction. (1) Given the reactants Br[CH:2]1[CH2:8][CH2:7][CH2:6][C:5]2[CH:9]=[C:10]([N:13]3[CH2:17][C@H:16]([CH2:18][NH:19][C:20](=[O:22])[CH3:21])[O:15][C:14]3=[O:23])[CH:11]=[CH:12][C:4]=2[C:3]1=O.[N:25]1([C:31](=[S:33])[NH2:32])[CH2:30][CH2:29][O:28][CH2:27][CH2:26]1, predict the reaction product. The product is: [N:25]1([C:31]2[S:33][C:2]3[CH2:8][CH2:7][CH2:6][C:5]4[CH:9]=[C:10]([N:13]5[CH2:17][C@H:16]([CH2:18][NH:19][C:20](=[O:22])[CH3:21])[O:15][C:14]5=[O:23])[CH:11]=[CH:12][C:4]=4[C:3]=3[N:32]=2)[CH2:30][CH2:29][O:28][CH2:27][CH2:26]1. (2) Given the reactants C([Li])CCC.C([NH:9]C(C)C)(C)C.[CH3:13][C:14]1[O:15][C:16]2[CH:22]=[CH:21][CH:20]=[CH:19][C:17]=2C=1.[F:23][C:24]([F:41])([F:40])[C:25](=[O:39])[CH2:26][C:27]([C:30]1[CH:35]=[C:34]([F:36])[CH:33]=[CH:32][C:31]=1[O:37][CH3:38])([CH3:29])[CH3:28], predict the reaction product. The product is: [O:15]1[C:16]2[CH:22]=[CH:21][CH:20]=[CH:19][C:17]=2[N:9]=[C:14]1[CH2:13][C:25]([OH:39])([CH2:26][C:27]([C:30]1[CH:35]=[C:34]([F:36])[CH:33]=[CH:32][C:31]=1[O:37][CH3:38])([CH3:29])[CH3:28])[C:24]([F:23])([F:40])[F:41]. (3) Given the reactants [CH3:1][O:2][C:3]1[CH:4]=[CH:5][CH:6]=[C:7]2[C:11]=1[CH:10]([NH:12][C:13]1[O:14][CH2:15][C:16]3[CH:22]=[C:21]([NH2:23])[CH:20]=[CH:19][C:17]=3[N:18]=1)[CH2:9][CH2:8]2.[CH:24]1([S:27](Cl)(=[O:29])=[O:28])[CH2:26][CH2:25]1, predict the reaction product. The product is: [CH3:1][O:2][C:3]1[CH:4]=[CH:5][CH:6]=[C:7]2[C:11]=1[CH:10]([NH:12][C:13]1[O:14][CH2:15][C:16]3[CH:22]=[C:21]([NH:23][S:27]([CH:24]4[CH2:26][CH2:25]4)(=[O:29])=[O:28])[CH:20]=[CH:19][C:17]=3[N:18]=1)[CH2:9][CH2:8]2.